From a dataset of Reaction yield outcomes from USPTO patents with 853,638 reactions. Predict the reaction yield, written as a fraction of the theoretical maximum amount of product (1.0 means a 100% yield; for example, 0.34 means a 34% yield). (1) The reactants are [O:1]([C:14]1[CH:19]=[C:18]([CH2:20][O:21][C:22](=[O:31])[CH2:23][O:24]C(OCC=C)=O)[CH:17]=[CH:16][C:15]=1[CH2:32][C:33]1[CH:38]=[CH:37][C:36]([O:39][CH3:40])=[CH:35][CH:34]=1)[C@@H:2]1[O:10][C@H:9]([C@@H:11]([CH3:13])[OH:12])[C@@H:7]([OH:8])[C@H:5]([OH:6])[C@H:3]1[OH:4].C([SnH](CCCC)CCCC)CCC. The catalyst is C(Cl)Cl.O1CCCC1.Cl[Pd](Cl)([P](C1C=CC=CC=1)(C1C=CC=CC=1)C1C=CC=CC=1)[P](C1C=CC=CC=1)(C1C=CC=CC=1)C1C=CC=CC=1. The product is [O:1]([C:14]1[CH:19]=[C:18]([CH2:20][O:21][C:22](=[O:31])[CH2:23][OH:24])[CH:17]=[CH:16][C:15]=1[CH2:32][C:33]1[CH:38]=[CH:37][C:36]([O:39][CH3:40])=[CH:35][CH:34]=1)[C@@H:2]1[O:10][C@H:9]([C@@H:11]([CH3:13])[OH:12])[C@@H:7]([OH:8])[C@H:5]([OH:6])[C@H:3]1[OH:4]. The yield is 0.712. (2) The product is [CH2:1]([C:3]1[N:4]([CH2:25][CH2:24][O:23][CH3:22])[N:5]=[C:6]([C:11]([NH2:13])=[O:12])[C:7]=1[N+:8]([O-:10])=[O:9])[CH3:2]. The reactants are [CH2:1]([C:3]1[C:7]([N+:8]([O-:10])=[O:9])=[C:6]([C:11]([NH2:13])=[O:12])[NH:5][N:4]=1)[CH3:2].C(=O)([O-])[O-].[Na+].[Na+].[I-].[Na+].[CH3:22][O:23][CH2:24][CH2:25]Br. The yield is 0.740. The catalyst is CC(CC)=O.O.